From a dataset of Catalyst prediction with 721,799 reactions and 888 catalyst types from USPTO. Predict which catalyst facilitates the given reaction. (1) Reactant: [C:1]([O:5][C:6]([NH:8][C:9]1([C:12](OC)=[O:13])[CH2:11][CH2:10]1)=[O:7])([CH3:4])([CH3:3])[CH3:2].[BH4-].[Li+]. Product: [OH:13][CH2:12][C:9]1([NH:8][C:6](=[O:7])[O:5][C:1]([CH3:3])([CH3:2])[CH3:4])[CH2:10][CH2:11]1. The catalyst class is: 7. (2) Reactant: O.[N:2]([CH:5]([C:9]1[N:21]([CH2:22][C:23]2[CH:28]=[CH:27][CH:26]=[CH:25][CH:24]=2)[C:20](=[O:29])[C:19]2[S:18][C:17]3[N:16]=[CH:15][CH:14]=[CH:13][C:12]=3[C:11]=2[N:10]=1)[CH:6]([CH3:8])[CH3:7])=[N+]=[N-].C1(P(C2C=CC=CC=2)C2C=CC=CC=2)C=CC=CC=1. Product: [NH2:2][CH:5]([C:9]1[N:21]([CH2:22][C:23]2[CH:28]=[CH:27][CH:26]=[CH:25][CH:24]=2)[C:20](=[O:29])[C:19]2[S:18][C:17]3[N:16]=[CH:15][CH:14]=[CH:13][C:12]=3[C:11]=2[N:10]=1)[CH:6]([CH3:7])[CH3:8]. The catalyst class is: 1. (3) Reactant: Cl.[Br:2][C:3]1[C:7]2=[N:8][CH:9]=[CH:10][CH:11]=[C:6]2[S:5][C:4]=1[NH2:12].[C:13]1([S:19]([Cl:22])(=[O:21])=[O:20])[CH:18]=[CH:17][CH:16]=[CH:15][CH:14]=1. The catalyst class is: 17. Product: [ClH:22].[Br:2][C:3]1[C:7]2=[N:8][CH:9]=[CH:10][CH:11]=[C:6]2[S:5][C:4]=1[NH:12][S:19]([C:13]1[CH:18]=[CH:17][CH:16]=[CH:15][CH:14]=1)(=[O:21])=[O:20]. (4) Reactant: ClC1N=C2NC(=O)C3(CC3)C2=CC=1.[NH:14]1[C:22]2[C:17](=[CH:18][CH:19]=[CH:20][CH:21]=2)[CH2:16][C:15]1=O.[H-].[H-].[H-].[H-].[Li+].[Al+3]. Product: [NH:14]1[C:22]2[C:17](=[CH:18][CH:19]=[CH:20][CH:21]=2)[CH2:16][CH2:15]1. The catalyst class is: 1. (5) Reactant: [CH2:1]([C:3]1[N:8]=[CH:7][C:6]([CH2:9][OH:10])=[CH:5][C:4]=1[F:11])[CH3:2].C(Cl)Cl.CO. Product: [CH2:1]([C:3]1[N:8]=[CH:7][C:6]([CH:9]=[O:10])=[CH:5][C:4]=1[F:11])[CH3:2]. The catalyst class is: 2. (6) Reactant: C[O:2][C:3](=[O:25])[C:4]1[CH:16]=[C:15]([C:17]([F:24])([F:23])[C:18]2[O:19][CH:20]=[CH:21][CH:22]=2)[CH:14]=[C:6]([C:7]([N:9]([CH3:13])[CH2:10][CH2:11][CH3:12])=[O:8])[CH:5]=1.[OH-].[Na+].Cl. Product: [F:24][C:17]([F:23])([C:18]1[O:19][CH:20]=[CH:21][CH:22]=1)[C:15]1[CH:14]=[C:6]([C:7]([N:9]([CH3:13])[CH2:10][CH2:11][CH3:12])=[O:8])[CH:5]=[C:4]([CH:16]=1)[C:3]([OH:25])=[O:2]. The catalyst class is: 5. (7) Product: [Br:1][C:2]1[N:3]=[C:4]([C:22]([CH3:25])([CH3:24])[CH3:23])[N:5]([CH2:14][O:15][CH2:16][CH2:17][Si:18]([CH3:21])([CH3:20])[CH3:19])[C:6]=1[C:7]1[CH:12]=[CH:11][N:10]=[C:9]([NH:34][C:32]2[CH:31]=[CH:30][N:29]=[C:28]([O:27][CH3:26])[CH:33]=2)[N:8]=1. The catalyst class is: 231. Reactant: [Br:1][C:2]1[N:3]=[C:4]([C:22]([CH3:25])([CH3:24])[CH3:23])[N:5]([CH2:14][O:15][CH2:16][CH2:17][Si:18]([CH3:21])([CH3:20])[CH3:19])[C:6]=1[C:7]1[CH:12]=[CH:11][N:10]=[C:9](Cl)[N:8]=1.[CH3:26][O:27][C:28]1[CH:33]=[C:32]([NH2:34])[CH:31]=[CH:30][N:29]=1.CC1(C)C2C(=C(P(C3C=CC=CC=3)C3C=CC=CC=3)C=CC=2)OC2C(P(C3C=CC=CC=3)C3C=CC=CC=3)=CC=CC1=2.C(=O)([O-])[O-].[Cs+].[Cs+]. (8) Reactant: [Cl:1][C:2]1[CH:7]=[CH:6][C:5]([O:8][C:9]2[C:14]([F:15])=[CH:13][C:12]([CH2:16][CH2:17][OH:18])=[CH:11][C:10]=2[F:19])=[CH:4][C:3]=1[C:20]([F:23])([F:22])[F:21].[N:24]#[C:25][NH2:26].[F:27][C:28]([F:34])([F:33])[S:29]([OH:32])(=[O:31])=[O:30]. Product: [OH:32][S:29]([C:28]([F:34])([F:33])[F:27])(=[O:31])=[O:30].[C:25](=[NH:24])([O:18][CH2:17][CH2:16][C:12]1[CH:13]=[C:14]([F:15])[C:9]([O:8][C:5]2[CH:6]=[CH:7][C:2]([Cl:1])=[C:3]([C:20]([F:23])([F:22])[F:21])[CH:4]=2)=[C:10]([F:19])[CH:11]=1)[NH2:26]. The catalyst class is: 1. (9) Product: [ClH:34].[CH2:52]([N:54]([CH2:58][CH3:59])[CH2:55][CH2:56][NH:57][C:4](=[O:5])[CH2:3][CH2:2][C:1]([O:8][CH:9]1[CH2:10][CH2:11][N:12]([C:15]2[S:16][C:17](/[CH:20]=[C:21](\[C:32]#[N:33])/[C:22]3[CH:27]=[CH:26][C:25]([O:28][CH3:29])=[C:24]([O:30][CH3:31])[CH:23]=3)=[CH:18][CH:19]=2)[CH2:13][CH2:14]1)=[O:7])[CH3:53]. Reactant: [C:1]([O:8][CH:9]1[CH2:14][CH2:13][N:12]([C:15]2[S:16][C:17](/[CH:20]=[C:21](\[C:32]#[N:33])/[C:22]3[CH:27]=[CH:26][C:25]([O:28][CH3:29])=[C:24]([O:30][CH3:31])[CH:23]=3)=[CH:18][CH:19]=2)[CH2:11][CH2:10]1)(=[O:7])[CH2:2][CH2:3][C:4]([O-])=[O:5].[Cl:34]C1N=C(OC)N=C(OC)N=1.CN1CCOCC1.[CH2:52]([N:54]([CH2:58][CH3:59])[CH2:55][CH2:56][NH2:57])[CH3:53]. The catalyst class is: 2.